This data is from NCI-60 drug combinations with 297,098 pairs across 59 cell lines. The task is: Regression. Given two drug SMILES strings and cell line genomic features, predict the synergy score measuring deviation from expected non-interaction effect. (1) Drug 1: C1=NC2=C(N1)C(=S)N=C(N2)N. Drug 2: C1=NC2=C(N1)C(=S)N=CN2. Cell line: RXF 393. Synergy scores: CSS=8.88, Synergy_ZIP=-10.7, Synergy_Bliss=-13.3, Synergy_Loewe=-15.5, Synergy_HSA=-11.3. (2) Drug 1: CC1=C2C(C(=O)C3(C(CC4C(C3C(C(C2(C)C)(CC1OC(=O)C(C(C5=CC=CC=C5)NC(=O)OC(C)(C)C)O)O)OC(=O)C6=CC=CC=C6)(CO4)OC(=O)C)OC)C)OC. Drug 2: C1CCC(C(C1)N)N.C(=O)(C(=O)[O-])[O-].[Pt+4]. Cell line: A498. Synergy scores: CSS=47.9, Synergy_ZIP=3.74, Synergy_Bliss=4.26, Synergy_Loewe=3.42, Synergy_HSA=8.99. (3) Drug 1: COC1=CC(=CC(=C1O)OC)C2C3C(COC3=O)C(C4=CC5=C(C=C24)OCO5)OC6C(C(C7C(O6)COC(O7)C8=CC=CS8)O)O. Drug 2: CC1=C(C=C(C=C1)NC(=O)C2=CC=C(C=C2)CN3CCN(CC3)C)NC4=NC=CC(=N4)C5=CN=CC=C5. Cell line: NCI-H522. Synergy scores: CSS=30.0, Synergy_ZIP=-2.36, Synergy_Bliss=-0.334, Synergy_Loewe=-21.6, Synergy_HSA=-0.575. (4) Drug 1: CCCCC(=O)OCC(=O)C1(CC(C2=C(C1)C(=C3C(=C2O)C(=O)C4=C(C3=O)C=CC=C4OC)O)OC5CC(C(C(O5)C)O)NC(=O)C(F)(F)F)O. Drug 2: C1C(C(OC1N2C=NC(=NC2=O)N)CO)O. Cell line: UACC62. Synergy scores: CSS=51.7, Synergy_ZIP=2.37, Synergy_Bliss=4.26, Synergy_Loewe=2.93, Synergy_HSA=3.88. (5) Synergy scores: CSS=5.41, Synergy_ZIP=-1.05, Synergy_Bliss=0.392, Synergy_Loewe=2.95, Synergy_HSA=2.05. Drug 2: C1=CC(=CC=C1CCC2=CNC3=C2C(=O)NC(=N3)N)C(=O)NC(CCC(=O)O)C(=O)O. Cell line: T-47D. Drug 1: CC1C(C(CC(O1)OC2CC(CC3=C2C(=C4C(=C3O)C(=O)C5=C(C4=O)C(=CC=C5)OC)O)(C(=O)CO)O)N)O.Cl. (6) Drug 1: C1=CC(=CC=C1CCCC(=O)O)N(CCCl)CCCl. Drug 2: CN(C(=O)NC(C=O)C(C(C(CO)O)O)O)N=O. Cell line: MALME-3M. Synergy scores: CSS=-0.223, Synergy_ZIP=-6.44, Synergy_Bliss=-9.89, Synergy_Loewe=-17.5, Synergy_HSA=-9.05. (7) Drug 1: CC1=CC2C(CCC3(C2CCC3(C(=O)C)OC(=O)C)C)C4(C1=CC(=O)CC4)C. Drug 2: C1CN(CCN1C(=O)CCBr)C(=O)CCBr. Cell line: T-47D. Synergy scores: CSS=17.0, Synergy_ZIP=-1.22, Synergy_Bliss=-1.55, Synergy_Loewe=3.35, Synergy_HSA=1.80. (8) Drug 1: C1CN1P(=S)(N2CC2)N3CC3. Drug 2: CC1=C(N=C(N=C1N)C(CC(=O)N)NCC(C(=O)N)N)C(=O)NC(C(C2=CN=CN2)OC3C(C(C(C(O3)CO)O)O)OC4C(C(C(C(O4)CO)O)OC(=O)N)O)C(=O)NC(C)C(C(C)C(=O)NC(C(C)O)C(=O)NCCC5=NC(=CS5)C6=NC(=CS6)C(=O)NCCC[S+](C)C)O. Cell line: NCIH23. Synergy scores: CSS=61.4, Synergy_ZIP=-4.22, Synergy_Bliss=-3.48, Synergy_Loewe=-4.42, Synergy_HSA=2.27. (9) Synergy scores: CSS=11.2, Synergy_ZIP=-5.66, Synergy_Bliss=-1.15, Synergy_Loewe=-2.00, Synergy_HSA=1.51. Drug 1: CC1OCC2C(O1)C(C(C(O2)OC3C4COC(=O)C4C(C5=CC6=C(C=C35)OCO6)C7=CC(=C(C(=C7)OC)O)OC)O)O. Drug 2: CN(CC1=CN=C2C(=N1)C(=NC(=N2)N)N)C3=CC=C(C=C3)C(=O)NC(CCC(=O)O)C(=O)O. Cell line: OVCAR-5.